This data is from Reaction yield outcomes from USPTO patents with 853,638 reactions. The task is: Predict the reaction yield, written as a fraction of the theoretical maximum amount of product (1.0 means a 100% yield; for example, 0.34 means a 34% yield). (1) The reactants are [CH3:1][O:2][C:3]1[CH:12]=[CH:11][C:10]([N+:13]([O-])=O)=[CH:9][C:4]=1[C:5]([O:7][CH3:8])=[O:6].[ClH:16]. The catalyst is C(O)C.[Pd]. The product is [ClH:16].[NH2:13][C:10]1[CH:11]=[CH:12][C:3]([O:2][CH3:1])=[C:4]([CH:9]=1)[C:5]([O:7][CH3:8])=[O:6]. The yield is 1.00. (2) The reactants are [CH3:1][O:2][C:3]1[CH:4]=[C:5]([N:12]2[CH2:17][CH2:16][N:15]([CH:18]3[CH2:23][CH2:22][N:21]([CH2:24][CH2:25][S:26]([CH3:29])(=[O:28])=[O:27])[CH2:20][CH2:19]3)[CH2:14][CH2:13]2)[CH:6]=[CH:7][C:8]=1[N+:9]([O-])=O. The catalyst is CCOC(C)=O.CCO.[Pd]. The product is [CH3:1][O:2][C:3]1[CH:4]=[C:5]([N:12]2[CH2:13][CH2:14][N:15]([CH:18]3[CH2:19][CH2:20][N:21]([CH2:24][CH2:25][S:26]([CH3:29])(=[O:27])=[O:28])[CH2:22][CH2:23]3)[CH2:16][CH2:17]2)[CH:6]=[CH:7][C:8]=1[NH2:9]. The yield is 0.630.